From a dataset of Forward reaction prediction with 1.9M reactions from USPTO patents (1976-2016). Predict the product of the given reaction. Given the reactants [Cl-:1].S(Cl)(Cl)=O.[F:6][C:7]1([F:19])[O:11][C:10]2[CH:12]=[CH:13][C:14]([C:16](O)=O)=[CH:15][C:9]=2[O:8]1, predict the reaction product. The product is: [Cl:1][CH2:16][C:14]1[CH:13]=[CH:12][C:10]2[O:11][C:7]([F:19])([F:6])[O:8][C:9]=2[CH:15]=1.